The task is: Predict the reaction yield, written as a fraction of the theoretical maximum amount of product (1.0 means a 100% yield; for example, 0.34 means a 34% yield).. This data is from Reaction yield outcomes from USPTO patents with 853,638 reactions. The product is [Cl:36][C:32]1[C:33]([Cl:35])=[CH:34][C:29]2[O:28][CH2:27][C:26](=[O:37])[N:25]([CH2:24][C:23]([N:22]([CH:14]([C:11]3[CH:12]=[CH:13][C:8]([C:5]4[CH:4]=[CH:3][C:2]([NH:1][C:41]([NH:40][CH2:43][CH3:44])=[O:42])=[CH:7][CH:6]=4)=[CH:9][CH:10]=3)[CH2:15][N:16]3[CH2:17][CH2:18][O:19][CH2:20][CH2:21]3)[CH3:39])=[O:38])[C:30]=2[CH:31]=1. The reactants are [NH2:1][C:2]1[CH:7]=[CH:6][C:5]([C:8]2[CH:13]=[CH:12][C:11]([CH:14]([N:22]([CH3:39])[C:23](=[O:38])[CH2:24][N:25]3[C:30]4[CH:31]=[C:32]([Cl:36])[C:33]([Cl:35])=[CH:34][C:29]=4[O:28][CH2:27][C:26]3=[O:37])[CH2:15][N:16]3[CH2:21][CH2:20][O:19][CH2:18][CH2:17]3)=[CH:10][CH:9]=2)=[CH:4][CH:3]=1.[N:40]([CH2:43][CH3:44])=[C:41]=[O:42].C(N(CC)CC)C. The yield is 0.700. The catalyst is ClCCl.